Dataset: Full USPTO retrosynthesis dataset with 1.9M reactions from patents (1976-2016). Task: Predict the reactants needed to synthesize the given product. Given the product [CH:12]1([N:7]2[C:6]3[CH:16]=[CH:17][C:3]([CH2:2][C:18]#[N:19])=[CH:4][C:5]=3[N:9]([CH3:10])[C:8]2=[O:11])[CH2:15][CH2:14][CH2:13]1, predict the reactants needed to synthesize it. The reactants are: Cl[CH2:2][C:3]1[CH:17]=[CH:16][C:6]2[N:7]([CH:12]3[CH2:15][CH2:14][CH2:13]3)[C:8](=[O:11])[N:9]([CH3:10])[C:5]=2[CH:4]=1.[C-:18]#[N:19].[Na+].